This data is from Full USPTO retrosynthesis dataset with 1.9M reactions from patents (1976-2016). The task is: Predict the reactants needed to synthesize the given product. (1) Given the product [CH3:12][O:13][C:14](=[O:35])/[CH:15]=[C:4]1/[O:6][C:1](=[O:11])[C:2]2[CH2:10][CH2:9][CH2:8][CH2:7][C:3]/1=2, predict the reactants needed to synthesize it. The reactants are: [C:1]1(=[O:11])[O:6][C:4](=O)[C:3]2[CH2:7][CH2:8][CH2:9][CH2:10][C:2]1=2.[CH3:12][O:13][C:14](=[O:35])[CH:15]=P(C1C=CC=CC=1)(C1C=CC=CC=1)C1C=CC=CC=1. (2) The reactants are: [CH2:1]([OH:6])[CH:2]([OH:5])[CH2:3][OH:4].[CH2:7]([OH:12])[CH:8]([OH:11])[CH2:9][OH:10].[CH2:13]([OH:18])[CH:14]([OH:17])[CH2:15][OH:16].[CH2:19]([OH:24])[CH:20]([OH:23])[CH2:21][OH:22].[C:25]([OH:32])(=[O:31])[CH2:26][CH2:27][CH2:28][CH2:29][CH3:30].ON1[C:38](=O)[CH2:37][CH2:36][C:35]1=O.CC(N=C=NC(C)C)C. Given the product [CH2:27]([CH:26]([CH2:35][CH2:36][CH2:37][CH3:38])[C:25]([OH:32])=[O:31])[CH2:28][CH2:29][CH2:30][CH2:1][CH3:2].[OH:12][CH2:7][CH:8]([CH2:9][OH:10])[OH:11].[OH:18][CH2:13][CH:14]([CH2:15][OH:16])[OH:17].[OH:24][CH2:19][CH:20]([CH2:21][OH:22])[OH:23].[OH:6][CH2:1][CH:2]([CH2:3][OH:4])[OH:5], predict the reactants needed to synthesize it. (3) The reactants are: [Br:1][C:2]1[CH:7]=[CH:6][C:5](/[C:8](=[N:22]/[O:23][CH2:24][CH3:25])/[CH:9]2[CH2:14][CH2:13][N:12]([C:15]3([CH3:21])[CH2:20][CH2:19][NH:18][CH2:17][CH2:16]3)[CH2:11][CH2:10]2)=[CH:4][CH:3]=1.[CH3:26][C:27]1[C:36]([C:37](O)=[O:38])=[CH:35][C:34]2[C:29](=[N:30][CH:31]=[CH:32][CH:33]=2)[N:28]=1.CCN(CC)CC.CN(C(ON1N=NC2C=CC=NC1=2)=[N+](C)C)C.F[P-](F)(F)(F)(F)F. Given the product [Br:1][C:2]1[CH:7]=[CH:6][C:5](/[C:8](=[N:22]/[O:23][CH2:24][CH3:25])/[CH:9]2[CH2:10][CH2:11][N:12]([C:15]3([CH3:21])[CH2:20][CH2:19][N:18]([C:37]([C:36]4[C:27]([CH3:26])=[N:28][C:29]5[C:34]([CH:35]=4)=[CH:33][CH:32]=[CH:31][N:30]=5)=[O:38])[CH2:17][CH2:16]3)[CH2:13][CH2:14]2)=[CH:4][CH:3]=1, predict the reactants needed to synthesize it. (4) Given the product [Cl:1][C:2]1[CH:7]=[C:6]([S:8][CH:9]2[CH2:13][CH2:12][CH2:11][CH2:10]2)[N:5]=[C:4]2[CH2:15][CH2:16][CH2:17][C:3]=12, predict the reactants needed to synthesize it. The reactants are: [Cl:1][C:2]1[CH:7]=[C:6]([S:8][CH:9]2[CH2:13][CH2:12][CH2:11][CH2:10]2)[N+:5]([O-])=[C:4]2[CH2:15][CH2:16][CH2:17][C:3]=12.P(Cl)(Cl)Cl. (5) The reactants are: [CH2:1]1[C:9]2[C:4](=[CH:5][CH:6]=[CH:7][CH:8]=2)[CH2:3][CH:2]1[NH:10][C:11]([C:13]1[CH:35]=[CH:34][C:16]([O:17][C:18]2[CH:27]=[C:26]3[C:21]([CH:22]([C:28]([O:30]C)=[O:29])[CH2:23][CH2:24][O:25]3)=[CH:20][C:19]=2[C:32]#[N:33])=[CH:15][CH:14]=1)=[O:12].[OH-].[Na+].O.CO. Given the product [CH2:1]1[C:9]2[C:4](=[CH:5][CH:6]=[CH:7][CH:8]=2)[CH2:3][CH:2]1[NH:10][C:11]([C:13]1[CH:35]=[CH:34][C:16]([O:17][C:18]2[CH:27]=[C:26]3[C:21]([CH:22]([C:28]([OH:30])=[O:29])[CH2:23][CH2:24][O:25]3)=[CH:20][C:19]=2[C:32]#[N:33])=[CH:15][CH:14]=1)=[O:12], predict the reactants needed to synthesize it. (6) Given the product [ClH:51].[CH3:47][C:46]([CH3:49])([CH3:48])[C:45]([N:29]1[CH2:30][CH:31]([C:32]2[CH:33]=[CH:34][CH:35]=[CH:36][CH:37]=2)[CH:27]([CH2:26][NH:18][C@@H:16]([C:6]2[C:15]3[C:10](=[CH:11][CH:12]=[CH:13][CH:14]=3)[CH:9]=[CH:8][CH:7]=2)[CH3:17])[CH2:28]1)=[O:50], predict the reactants needed to synthesize it. The reactants are: C1COCC1.[C:6]1([C@H:16]([N:18]([CH2:26][CH:27]2[CH:31]([C:32]3[CH:37]=[CH:36][CH:35]=[CH:34][CH:33]=3)[CH2:30][NH:29][CH2:28]2)C(=O)OC(C)(C)C)[CH3:17])[C:15]2[C:10](=[CH:11][CH:12]=[CH:13][CH:14]=2)[CH:9]=[CH:8][CH:7]=1.C(N(CC)CC)C.[C:45]([Cl:51])(=[O:50])[C:46]([CH3:49])([CH3:48])[CH3:47]. (7) Given the product [I:12][C:5]1[C:6]([NH:8][CH2:9][CH2:10][CH3:11])=[N:7][C:2]([NH:14][CH3:13])=[N:3][CH:4]=1, predict the reactants needed to synthesize it. The reactants are: Cl[C:2]1[N:7]=[C:6]([NH:8][CH2:9][CH2:10][CH3:11])[C:5]([I:12])=[CH:4][N:3]=1.[CH3:13][NH2:14]. (8) Given the product [CH3:15][C:16]1[CH:22]=[CH:21][C:19]([NH2:20])=[CH:18][C:17]=1[C:2]1[CH:7]=[N:6][C:5]([CH2:8][N:9]2[CH2:14][CH2:13][O:12][CH2:11][CH2:10]2)=[CH:4][CH:3]=1, predict the reactants needed to synthesize it. The reactants are: Br[C:2]1[CH:3]=[CH:4][C:5]([CH2:8][N:9]2[CH2:14][CH2:13][O:12][CH2:11][CH2:10]2)=[N:6][CH:7]=1.[CH3:15][C:16]1[CH:22]=[CH:21][C:19]([NH2:20])=[CH:18][C:17]=1B1OC(C)(C)C(C)(C)O1.[O-]P([O-])([O-])=O.[K+].[K+].[K+]. (9) Given the product [Cl:1][C:2]1[N:3]=[C:4]([NH:10][C:11]2[CH:12]=[N:13][C:14]([O:17][CH3:18])=[CH:15][CH:16]=2)[CH:5]=[C:6]([Cl:8])[N:7]=1, predict the reactants needed to synthesize it. The reactants are: [Cl:1][C:2]1[N:7]=[C:6]([Cl:8])[CH:5]=[C:4](Cl)[N:3]=1.[NH2:10][C:11]1[CH:12]=[N:13][C:14]([O:17][CH3:18])=[CH:15][CH:16]=1.C(N(C(C)C)CC)(C)C. (10) The reactants are: [Cl:1][C:2]1[CH:12]=[CH:11][C:5]2[NH:6][C:7]([S:9][CH3:10])=[N:8][C:4]=2[C:3]=1[NH2:13].[C:14](Cl)(=[O:21])[C:15]1[CH:20]=[CH:19][CH:18]=[CH:17][CH:16]=1.C(N(CC)CC)C. Given the product [Cl:1][C:2]1[CH:12]=[CH:11][C:5]2[NH:6][C:7]([S:9][CH3:10])=[N:8][C:4]=2[C:3]=1[NH:13][C:14](=[O:21])[C:15]1[CH:20]=[CH:19][CH:18]=[CH:17][CH:16]=1, predict the reactants needed to synthesize it.